Task: Predict the reactants needed to synthesize the given product.. Dataset: Full USPTO retrosynthesis dataset with 1.9M reactions from patents (1976-2016) (1) Given the product [C:17]([O:10][CH2:9][C:4]1[CH:5]=[CH:6][CH:7]=[CH:8][C:3]=1[NH:2][CH3:1])(=[O:19])[CH3:18], predict the reactants needed to synthesize it. The reactants are: [CH3:1][NH:2][C:3]1[CH:8]=[CH:7][CH:6]=[CH:5][C:4]=1[CH2:9][OH:10].N1C=CC=CC=1.[C:17](OC(=O)C)(=[O:19])[CH3:18].O. (2) Given the product [O:1]=[C:2]1[C:10]2([CH2:14][CH2:13][CH2:12][CH2:11]2)[C:9]2[C:4](=[CH:5][CH:6]=[CH:7][CH:8]=2)[N:3]1[C:15]([NH:17][CH2:18][CH:19]1[CH2:20][CH2:21][NH:22][CH2:23][CH2:24]1)=[O:16], predict the reactants needed to synthesize it. The reactants are: [O:1]=[C:2]1[C:10]2([CH2:14][CH2:13][CH2:12][CH2:11]2)[C:9]2[C:4](=[CH:5][CH:6]=[CH:7][CH:8]=2)[N:3]1[C:15]([NH:17][CH2:18][CH:19]1[CH2:24][CH2:23][N:22](C(OC(C)(C)C)=O)[CH2:21][CH2:20]1)=[O:16]. (3) Given the product [CH3:51][C:49]([S:52][C:53]1[S:57][C:56]([NH:58][C:12]([N:11]([C@H:25]2[CH2:30][CH2:29][C@H:28]([CH3:31])[CH2:27][CH2:26]2)[CH2:42][CH2:41][CH2:40][CH2:39][C:36]2[CH:35]=[CH:34][C:33]([CH3:32])=[CH:38][CH:37]=2)=[O:24])=[N:55][CH:54]=1)([CH3:50])[C:48]([OH:47])=[O:59], predict the reactants needed to synthesize it. The reactants are: ClC1C=C(CCC[N:11]([C@H:25]2[CH2:30][CH2:29][C@H:28]([CH3:31])[CH2:27][CH2:26]2)[C:12](=[O:24])NC2SC(SCC(O)=O)=CN=2)C=CC=1.[CH3:32][C:33]1[CH:38]=[CH:37][C:36]([CH2:39][CH2:40][CH2:41][C:42](O)=O)=[CH:35][CH:34]=1.C([O:47][C:48](=[O:59])[C:49]([S:52][C:53]1[S:57][C:56]([NH2:58])=[N:55][CH:54]=1)([CH3:51])[CH3:50])C. (4) Given the product [CH:34]1([CH2:33][O:32][C:26]2[CH:27]=[C:28]([F:31])[CH:29]=[CH:30][C:25]=2[C:24]2[N:23]([CH3:37])[CH:22]=[N:21][C:20]=2[C:16]2[CH:15]=[C:14]([C:13]3[N:38]=[N:39][NH:40][C:10]=3[C:11]#[N:12])[CH:19]=[CH:18][N:17]=2)[CH2:35][CH2:36]1, predict the reactants needed to synthesize it. The reactants are: C1(S([C:10](=[CH:13][C:14]2[CH:19]=[CH:18][N:17]=[C:16]([C:20]3[N:21]=[CH:22][N:23]([CH3:37])[C:24]=3[C:25]3[CH:30]=[CH:29][C:28]([F:31])=[CH:27][C:26]=3[O:32][CH2:33][CH:34]3[CH2:36][CH2:35]3)[CH:15]=2)[C:11]#[N:12])(=O)=O)C=CC=CC=1.[N-:38]=[N+:39]=[N-:40].[Na+].Cl.[OH-].[Na+]. (5) Given the product [CH3:1][O:2][C:3]1[CH:8]=[N:7][CH:6]=[C:5]([CH:4]=1)[CH:9]=[O:10], predict the reactants needed to synthesize it. The reactants are: [CH3:1][O:2][C:3]1[CH:4]=[C:5]([CH2:9][OH:10])[CH:6]=[N:7][CH:8]=1.I(O)(=O)(=O)=O. (6) Given the product [C:1]([O:5][C:6](=[O:30])[NH:7][C@H:8]([C:10]1[N:19]([C:20]2[CH:25]=[CH:24][CH:23]=[C:22]([NH:26][C:44]([NH:42][CH2:39][CH2:40][CH2:35][OH:34])=[O:45])[CH:21]=2)[C:18](=[O:27])[C:17]2[C:12](=[C:13]([Cl:29])[CH:14]=[CH:15][C:16]=2[Cl:28])[N:11]=1)[CH3:9])([CH3:2])([CH3:3])[CH3:4], predict the reactants needed to synthesize it. The reactants are: [C:1]([O:5][C:6](=[O:30])[NH:7][C@H:8]([C:10]1[N:19]([C:20]2[CH:25]=[CH:24][CH:23]=[C:22]([NH2:26])[CH:21]=2)[C:18](=[O:27])[C:17]2[C:12](=[C:13]([Cl:29])[CH:14]=[CH:15][C:16]=2[Cl:28])[N:11]=1)[CH3:9])([CH3:4])([CH3:3])[CH3:2].ClC([O:34][C:35]1[CH:40]=[CH:39]C=CC=1)=O.C[N:42]([CH:44]=[O:45])C.NCCCO. (7) Given the product [O:10]([C:11]1[CH:16]=[CH:15][CH:14]=[CH:13][C:12]=1[CH2:17][C:18]1[CH:23]=[CH:22][C:21]([C:24]([O:26][CH3:27])=[O:25])=[CH:20][CH:19]=1)[C@@H:9]1[O:28][C@H:29]([CH2:40][OH:41])[C@@H:30]([OH:36])[C@H:31]([OH:32])[C@H:8]1[OH:7], predict the reactants needed to synthesize it. The reactants are: C[O-].[Na+].C([O:7][C@@H:8]1[C@@H:31]([O:32]C(=O)C)[C@H:30]([O:36]C(=O)C)[C@@H:29]([CH2:40][O:41]C(=O)C)[O:28][C@H:9]1[O:10][C:11]1[CH:16]=[CH:15][CH:14]=[CH:13][C:12]=1[CH2:17][C:18]1[CH:23]=[CH:22][C:21]([C:24]([O:26][CH3:27])=[O:25])=[CH:20][CH:19]=1)(=O)C.